Dataset: Full USPTO retrosynthesis dataset with 1.9M reactions from patents (1976-2016). Task: Predict the reactants needed to synthesize the given product. (1) Given the product [O:32]=[C:24]1[C:25]2[CH:31]=[CH:30][CH:29]=[CH:28][C:26]=2[S:27][C:1]([C:3]2[N:8]=[C:7]([CH2:9][CH2:10][CH2:11][CH2:12][CH2:13][CH2:14][C:15]([O:17][CH2:18][CH2:19][Si:20]([CH3:22])([CH3:23])[CH3:21])=[O:16])[CH:6]=[CH:5][CH:4]=2)=[N:2]1, predict the reactants needed to synthesize it. The reactants are: [C:1]([C:3]1[N:8]=[C:7]([CH2:9][CH2:10][CH2:11][CH2:12][CH2:13][CH2:14][C:15]([O:17][CH2:18][CH2:19][Si:20]([CH3:23])([CH3:22])[CH3:21])=[O:16])[CH:6]=[CH:5][CH:4]=1)#[N:2].[C:24](OC)(=[O:32])[C:25]1[C:26](=[CH:28][CH:29]=[CH:30][CH:31]=1)[SH:27].C(N(CC)CC)C. (2) Given the product [C:27]([C:25]1[CH:26]=[C:21]([S:20][CH:17]2[CH2:18][CH2:19][N:14]([S:11]([C:8]3[NH:7][C:6]([C:24]([OH:31])([CH3:25])[CH3:23])=[CH:10][N:9]=3)(=[O:12])=[O:13])[CH2:15][CH2:16]2)[CH:22]=[C:23]([C:32]([CH3:34])([CH3:33])[CH3:35])[C:24]=1[OH:31])([CH3:30])([CH3:29])[CH3:28], predict the reactants needed to synthesize it. The reactants are: C(OC([C:6]1[NH:7][C:8]([S:11]([N:14]2[CH2:19][CH2:18][CH:17]([S:20][C:21]3[CH:26]=[C:25]([C:27]([CH3:30])([CH3:29])[CH3:28])[C:24]([OH:31])=[C:23]([C:32]([CH3:35])([CH3:34])[CH3:33])[CH:22]=3)[CH2:16][CH2:15]2)(=[O:13])=[O:12])=[N:9][CH:10]=1)=O)C.C[Mg]Cl. (3) Given the product [CH3:1][O:2][C:3]1[CH:21]=[C:20]([O:22][CH3:23])[CH:19]=[CH:18][C:4]=1[CH2:5][N:6]1[C:14](=[O:15])[C:13]2[C:8](=[CH:9][CH:10]=[CH:11][C:12]=2[O:16][CH2:25][CH2:26][CH2:27][N:28]2[CH2:33][CH2:32][O:31][CH2:30][CH2:29]2)[C:7]1=[O:17], predict the reactants needed to synthesize it. The reactants are: [CH3:1][O:2][C:3]1[CH:21]=[C:20]([O:22][CH3:23])[CH:19]=[CH:18][C:4]=1[CH2:5][N:6]1[C:14](=[O:15])[C:13]2[C:8](=[CH:9][CH:10]=[CH:11][C:12]=2[OH:16])[C:7]1=[O:17].Cl[CH2:25][CH2:26][CH2:27][N:28]1[CH2:33][CH2:32][O:31][CH2:30][CH2:29]1.C(=O)([O-])[O-].[K+].[K+]. (4) Given the product [N+:15]([C:18]1[CH:19]=[CH:20][CH:21]=[C:22]2[C:26]=1[NH:25][C:24]([C:27]([NH:1][C@@H:2]1[CH2:7][CH2:6][CH2:5][NH:4][CH2:3]1)=[O:28])=[CH:23]2)([O-:17])=[O:16], predict the reactants needed to synthesize it. The reactants are: [NH2:1][C@@H:2]1[CH2:7][CH2:6][CH2:5][N:4](C(OC(C)(C)C)=O)[CH2:3]1.[N+:15]([C:18]1[CH:19]=[CH:20][CH:21]=[C:22]2[C:26]=1[NH:25][C:24]([C:27](O)=[O:28])=[CH:23]2)([O-:17])=[O:16].N. (5) The reactants are: Cl.[CH:2]([N:5]1[CH:13]=[C:12]2[C:7]([CH:8]=[CH:9][C:10]([C:14]3[O:18][N:17]=[C:16]([C:19]4[C:20]([CH3:29])=[C:21]5[C:26](=[CH:27][CH:28]=4)[CH2:25][NH:24][CH2:23][CH2:22]5)[N:15]=3)=[CH:11]2)=[N:6]1)([CH3:4])[CH3:3].[C:30]([O:34][C:35]([CH3:38])([CH3:37])[CH3:36])(=[O:33])[CH:31]=[CH2:32]. Given the product [C:35]([O:34][C:30](=[O:33])[CH2:31][CH2:32][N:24]1[CH2:23][CH2:22][C:21]2[C:26](=[CH:27][CH:28]=[C:19]([C:16]3[N:15]=[C:14]([C:10]4[CH:9]=[CH:8][C:7]5[C:12](=[CH:13][N:5]([CH:2]([CH3:4])[CH3:3])[N:6]=5)[CH:11]=4)[O:18][N:17]=3)[C:20]=2[CH3:29])[CH2:25]1)([CH3:38])([CH3:37])[CH3:36], predict the reactants needed to synthesize it.